From a dataset of Catalyst prediction with 721,799 reactions and 888 catalyst types from USPTO. Predict which catalyst facilitates the given reaction. (1) Reactant: [F:1][C:2]1[CH:41]=[CH:40][C:5]([C:6](/[N:8]=[C:9]2\[NH:10][C:11]3[CH:27]=[CH:26][C:25]([CH2:28][O:29][Si](C(C)C)(C(C)C)C(C)C)=[CH:24][C:12]=3[N:13]\2[C@@H:14]2[CH2:19][CH2:18][C@H:17]([C:20]([O:22][CH3:23])=[O:21])[CH2:16][CH2:15]2)=[O:7])=[CH:4][CH:3]=1.CCCC[N+](CCCC)(CCCC)CCCC.[F-]. Product: [F:1][C:2]1[CH:3]=[CH:4][C:5]([C:6](/[N:8]=[C:9]2\[NH:10][C:11]3[CH:27]=[CH:26][C:25]([CH2:28][OH:29])=[CH:24][C:12]=3[N:13]\2[C@@H:14]2[CH2:19][CH2:18][C@H:17]([C:20]([O:22][CH3:23])=[O:21])[CH2:16][CH2:15]2)=[O:7])=[CH:40][CH:41]=1. The catalyst class is: 1. (2) The catalyst class is: 64. Reactant: [C:1]([O:5][C:6]([NH:8][C@H:9]([CH2:21][C:22]1[CH:27]=[C:26]([F:28])[C:25]([F:29])=[CH:24][C:23]=1[F:30])[CH2:10][C:11]([N:13]1[CH2:17][CH2:16][S:15][CH:14]1[C:18](O)=[O:19])=[O:12])=[O:7])([CH3:4])([CH3:3])[CH3:2].CCN=C=NCCCN(C)C.[CH2:42]([O:44][C:45](=[O:61])[CH:46]([O:50][C:51]1[CH:60]=[C:59]2[C:54]([CH2:55][CH2:56][NH:57][CH2:58]2)=[CH:53][CH:52]=1)[CH:47]([CH3:49])[CH3:48])[CH3:43].Cl.C(N(CC)CC)C. Product: [C:1]([O:5][C:6]([NH:8][C@H:9]([CH2:21][C:22]1[CH:27]=[C:26]([F:28])[C:25]([F:29])=[CH:24][C:23]=1[F:30])[CH2:10][C:11]([N:13]1[CH2:17][CH2:16][S:15][CH:14]1[C:18]([N:57]1[CH2:56][CH2:55][C:54]2[C:59](=[CH:60][C:51]([O:50][CH:46]([CH:47]([CH3:48])[CH3:49])[C:45]([O:44][CH2:42][CH3:43])=[O:61])=[CH:52][CH:53]=2)[CH2:58]1)=[O:19])=[O:12])=[O:7])([CH3:3])([CH3:2])[CH3:4]. (3) Reactant: [C:1]([O:5][C:6]([N:8]1[CH2:12][CH:11]([NH:13][C:14]([O:16][CH2:17][CH2:18][Si:19]([CH3:22])([CH3:21])[CH3:20])=[O:15])[CH:10]([C:23](O)=[O:24])[CH2:9]1)=[O:7])([CH3:4])([CH3:3])[CH3:2].O=C1N(P(Cl)(N2CCOC2=O)=O)CCO1.CCN(C(C)C)C(C)C.[F:50][C:51]1[CH:52]=[C:53]([NH2:57])[CH:54]=[CH:55][CH:56]=1. The catalyst class is: 839. Product: [C:1]([O:5][C:6]([N:8]1[CH2:12][CH:11]([NH:13][C:14]([O:16][CH2:17][CH2:18][Si:19]([CH3:20])([CH3:22])[CH3:21])=[O:15])[CH:10]([C:23](=[O:24])[NH:57][C:53]2[CH:54]=[CH:55][CH:56]=[C:51]([F:50])[CH:52]=2)[CH2:9]1)=[O:7])([CH3:2])([CH3:4])[CH3:3]. (4) Reactant: Cl[C:2]1[N:7]=[CH:6][C:5]([CH2:8][C:9]2[C:18]3[C:13](=[CH:14][CH:15]=[CH:16][CH:17]=3)[N:12]=[C:11]([C:19]([NH:21][C@H:22]3[CH2:27][CH2:26][CH2:25][CH2:24][C@@H:23]3[OH:28])=[O:20])[CH:10]=2)=[CH:4][CH:3]=1.[CH3:29][N:30]1[CH:34]=[C:33](B2OC(C)(C)C(C)(C)O2)[CH:32]=[N:31]1.C1(P(C2CCCCC2)C2CCCCC2)CCCCC1.P([O-])([O-])([O-])=O.[K+].[K+].[K+]. Product: [OH:28][C@H:23]1[CH2:24][CH2:25][CH2:26][CH2:27][C@@H:22]1[NH:21][C:19]([C:11]1[CH:10]=[C:9]([CH2:8][C:5]2[CH:6]=[N:7][C:2]([C:33]3[CH:32]=[N:31][N:30]([CH3:29])[CH:34]=3)=[CH:3][CH:4]=2)[C:18]2[C:13](=[CH:14][CH:15]=[CH:16][CH:17]=2)[N:12]=1)=[O:20]. The catalyst class is: 102. (5) Reactant: [N:1]([CH2:4][CH:5]1[O:9][N:8]=[C:7]([C:10]2[CH:15]=[CH:14][C:13]([Br:16])=[C:12]([F:17])[CH:11]=2)[CH2:6]1)=[N+]=[N-].C1(P(C2C=CC=CC=2)C2C=CC=CC=2)C=CC=CC=1. Product: [Br:16][C:13]1[CH:14]=[CH:15][C:10]([C:7]2[CH2:6][CH:5]([CH2:4][NH2:1])[O:9][N:8]=2)=[CH:11][C:12]=1[F:17]. The catalyst class is: 47. (6) Product: [C:34]([CH2:33][CH:14]([CH:15]1[CH2:20][CH2:19][NH:18][CH2:17][CH2:16]1)[O:13][C:12]1[CH:11]=[C:10]2[C:5]([C:6]([O:21][C:22]3[CH:23]=[C:24]4[C:28](=[CH:29][CH:30]=3)[NH:27][C:26]([CH3:31])=[CH:25]4)=[N:7][CH:8]=[N:9]2)=[CH:4][C:3]=1[O:2][CH3:1])#[N:35]. Reactant: [CH3:1][O:2][C:3]1[CH:4]=[C:5]2[C:10](=[CH:11][C:12]=1[O:13][CH2:14][CH:15]1[CH2:20][CH2:19][NH:18][CH2:17][CH2:16]1)[N:9]=[CH:8][N:7]=[C:6]2[O:21][C:22]1[CH:23]=[C:24]2[C:28](=[CH:29][CH:30]=1)[NH:27][C:26]([CH3:31])=[CH:25]2.Cl[CH2:33][C:34]#[N:35].C(=O)([O-])[O-].[K+].[K+].[I-].[K+]. The catalyst class is: 18.